Dataset: NCI-60 drug combinations with 297,098 pairs across 59 cell lines. Task: Regression. Given two drug SMILES strings and cell line genomic features, predict the synergy score measuring deviation from expected non-interaction effect. (1) Drug 1: C1=CC(=C2C(=C1NCCNCCO)C(=O)C3=C(C=CC(=C3C2=O)O)O)NCCNCCO. Drug 2: CN(C)C1=NC(=NC(=N1)N(C)C)N(C)C. Cell line: NCI-H322M. Synergy scores: CSS=22.6, Synergy_ZIP=-2.36, Synergy_Bliss=1.48, Synergy_Loewe=-68.9, Synergy_HSA=-0.454. (2) Drug 1: CC1CCC2CC(C(=CC=CC=CC(CC(C(=O)C(C(C(=CC(C(=O)CC(OC(=O)C3CCCCN3C(=O)C(=O)C1(O2)O)C(C)CC4CCC(C(C4)OC)O)C)C)O)OC)C)C)C)OC. Drug 2: CN(CC1=CN=C2C(=N1)C(=NC(=N2)N)N)C3=CC=C(C=C3)C(=O)NC(CCC(=O)O)C(=O)O. Cell line: HOP-92. Synergy scores: CSS=22.3, Synergy_ZIP=-9.14, Synergy_Bliss=-4.21, Synergy_Loewe=-2.61, Synergy_HSA=-2.52. (3) Drug 1: C1=C(C(=O)NC(=O)N1)F. Drug 2: C#CCC(CC1=CN=C2C(=N1)C(=NC(=N2)N)N)C3=CC=C(C=C3)C(=O)NC(CCC(=O)O)C(=O)O. Cell line: OVCAR3. Synergy scores: CSS=56.2, Synergy_ZIP=-2.98, Synergy_Bliss=-6.62, Synergy_Loewe=-6.49, Synergy_HSA=-6.73. (4) Cell line: A549. Synergy scores: CSS=2.41, Synergy_ZIP=2.03, Synergy_Bliss=3.12, Synergy_Loewe=1.12, Synergy_HSA=1.33. Drug 2: C1C(C(OC1N2C=NC(=NC2=O)N)CO)O. Drug 1: CC1C(C(=O)NC(C(=O)N2CCCC2C(=O)N(CC(=O)N(C(C(=O)O1)C(C)C)C)C)C(C)C)NC(=O)C3=C4C(=C(C=C3)C)OC5=C(C(=O)C(=C(C5=N4)C(=O)NC6C(OC(=O)C(N(C(=O)CN(C(=O)C7CCCN7C(=O)C(NC6=O)C(C)C)C)C)C(C)C)C)N)C. (5) Drug 1: CN(C(=O)NC(C=O)C(C(C(CO)O)O)O)N=O. Drug 2: CC(C)NC(=O)C1=CC=C(C=C1)CNNC.Cl. Cell line: UO-31. Synergy scores: CSS=-5.11, Synergy_ZIP=1.75, Synergy_Bliss=1.57, Synergy_Loewe=-2.40, Synergy_HSA=-1.69.